This data is from Peptide-MHC class II binding affinity with 134,281 pairs from IEDB. The task is: Regression. Given a peptide amino acid sequence and an MHC pseudo amino acid sequence, predict their binding affinity value. This is MHC class II binding data. (1) The peptide sequence is GELQIHDKIDAAFKI. The MHC is DRB1_1201 with pseudo-sequence DRB1_1201. The binding affinity (normalized) is 0.569. (2) The peptide sequence is EQQWNFAGIEAAASA. The MHC is HLA-DQA10102-DQB10602 with pseudo-sequence HLA-DQA10102-DQB10602. The binding affinity (normalized) is 0.710.